From a dataset of Peptide-MHC class II binding affinity with 134,281 pairs from IEDB. Regression. Given a peptide amino acid sequence and an MHC pseudo amino acid sequence, predict their binding affinity value. This is MHC class II binding data. (1) The binding affinity (normalized) is 0.306. The peptide sequence is KEYTFPITLSSTSNP. The MHC is DRB1_0404 with pseudo-sequence DRB1_0404. (2) The peptide sequence is CSAVPVHWVPTSRTTW. The MHC is DRB5_0101 with pseudo-sequence DRB5_0101. The binding affinity (normalized) is 0.300. (3) The peptide sequence is SYDGVSEDTDDDD. The MHC is DRB4_0101 with pseudo-sequence DRB4_0103. The binding affinity (normalized) is 0. (4) The peptide sequence is EVVAATPTSLLISWG. The MHC is HLA-DQA10501-DQB10301 with pseudo-sequence HLA-DQA10501-DQB10301. The binding affinity (normalized) is 0.202. (5) The peptide sequence is DFLAKKGGEAMDTIS. The MHC is HLA-DQA10501-DQB10302 with pseudo-sequence HLA-DQA10501-DQB10302. The binding affinity (normalized) is 0.346. (6) The peptide sequence is TAKLRWFHERGYVKL. The MHC is HLA-DQA10501-DQB10302 with pseudo-sequence HLA-DQA10501-DQB10302. The binding affinity (normalized) is 0.204. (7) The peptide sequence is EIGWEAGTAAPDEIP. The MHC is DRB3_0101 with pseudo-sequence DRB3_0101. The binding affinity (normalized) is 0.0958. (8) The peptide sequence is EWEFVNTPPLVKLWY. The MHC is HLA-DQA10401-DQB10402 with pseudo-sequence HLA-DQA10401-DQB10402. The binding affinity (normalized) is 0.139. (9) The peptide sequence is LSGSQEVEFIGYGKA. The MHC is DRB1_1101 with pseudo-sequence DRB1_1101. The binding affinity (normalized) is 0.434.